Dataset: Full USPTO retrosynthesis dataset with 1.9M reactions from patents (1976-2016). Task: Predict the reactants needed to synthesize the given product. (1) Given the product [C:12]([O:16][C:17]([NH:19][CH2:20][C:21]([NH:2][C@H:3]([C:8]([O:10][CH3:11])=[O:9])[C@H:4]([CH2:6][CH3:7])[CH3:5])=[O:22])=[O:18])([CH3:15])([CH3:14])[CH3:13], predict the reactants needed to synthesize it. The reactants are: Cl.[NH2:2][C@H:3]([C:8]([O:10][CH3:11])=[O:9])[C@H:4]([CH2:6][CH3:7])[CH3:5].[C:12]([O:16][C:17]([NH:19][CH2:20][C:21](O)=[O:22])=[O:18])([CH3:15])([CH3:14])[CH3:13].C(N(CC)CC)C.CN(C(ON1N=NC2C=CC=CC1=2)=[N+](C)C)C.[B-](F)(F)(F)F. (2) Given the product [CH3:33][C:30]([O:29][C:28]([N:1]([C:28]([O:29][C:30]([CH3:33])([CH3:32])[CH3:31])=[O:34])[C:2]1[CH:12]=[C:11]([CH3:13])[C:10]([Cl:14])=[CH:9][C:3]=1[C:4]([O:6][CH2:7][CH3:8])=[O:5])=[O:34])([CH3:31])[CH3:32], predict the reactants needed to synthesize it. The reactants are: [NH2:1][C:2]1[CH:12]=[C:11]([CH3:13])[C:10]([Cl:14])=[CH:9][C:3]=1[C:4]([O:6][CH2:7][CH3:8])=[O:5].BrC1C=C(C(F)(F)F)C(Cl)=CC=1N([C:28]([O:29][C:30]([CH3:33])([CH3:32])[CH3:31])=[O:34])[C:28](=[O:34])[O:29][C:30]([CH3:33])([CH3:32])[CH3:31]. (3) Given the product [C:1]([O:5][C:6]([N:8]1[C@@H:12]([CH2:13][F:14])[C@@H:11]([C:15]2[CH:16]=[CH:17][C:18]([S:21]([CH3:22])=[O:26])=[CH:19][CH:20]=2)[O:10][C:9]1([CH3:24])[CH3:23])=[O:7])([CH3:4])([CH3:3])[CH3:2], predict the reactants needed to synthesize it. The reactants are: [C:1]([O:5][C:6]([N:8]1[C@@H:12]([CH2:13][F:14])[C@@H:11]([C:15]2[CH:20]=[CH:19][C:18]([S:21][CH3:22])=[CH:17][CH:16]=2)[O:10][C:9]1([CH3:24])[CH3:23])=[O:7])([CH3:4])([CH3:3])[CH3:2].C([O-])([O-])=[O:26].[K+].[K+].C1C=C(Cl)C=C(C(OO)=O)C=1. (4) Given the product [CH3:39][N:40]([CH3:46])[C@@H:41]1[CH2:45][CH2:44][N:43]([C:29]([NH:21][C:17]2[CH:16]=[C:15]([O:14][C:7]3[C:8]4[C:13](=[CH:12][CH:11]=[CH:10][CH:9]=4)[C:4]([N+:1]([O-:3])=[O:2])=[CH:5][CH:6]=3)[CH:20]=[CH:19][N:18]=2)=[O:30])[CH2:42]1, predict the reactants needed to synthesize it. The reactants are: [N+:1]([C:4]1[C:13]2[C:8](=[CH:9][CH:10]=[CH:11][CH:12]=2)[C:7]([O:14][C:15]2[CH:20]=[CH:19][N:18]=[C:17]([NH2:21])[CH:16]=2)=[CH:6][CH:5]=1)([O-:3])=[O:2].CCN(CC)CC.[C:29](Cl)(=O)[O:30]C1C=CC=CC=1.[CH3:39][N:40]([CH3:46])[C@@H:41]1[CH2:45][CH2:44][NH:43][CH2:42]1. (5) Given the product [CH3:1][N:2]([CH3:20])[C:3]([C:5]1[CH:6]=[C:7]([CH:11]=[C:12]([C:16]([F:19])([F:18])[F:17])[C:13]=1[O:14][CH3:15])[C:8]([Cl:30])=[O:9])=[O:4], predict the reactants needed to synthesize it. The reactants are: [CH3:1][N:2]([CH3:20])[C:3]([C:5]1[CH:6]=[C:7]([CH:11]=[C:12]([C:16]([F:19])([F:18])[F:17])[C:13]=1[O:14][CH3:15])[C:8](O)=[O:9])=[O:4].C1(C)C=CC=CC=1.S(Cl)([Cl:30])=O. (6) The reactants are: [Na].[CH3:2][C:3](=[O:9])[CH2:4][C:5](=[O:8])[CH2:6][CH3:7].Br[CH2:11][C:12]([C:14]1[CH:15]=[C:16]2[C:21](=[CH:22][CH:23]=1)[O:20][CH2:19][CH2:18][C:17]2([CH3:25])[CH3:24])=[O:13].O. Given the product [C:3]([CH:4]([C:5](=[O:8])[CH2:6][CH3:7])[CH2:11][C:12]([C:14]1[CH:15]=[C:16]2[C:21](=[CH:22][CH:23]=1)[O:20][CH2:19][CH2:18][C:17]2([CH3:25])[CH3:24])=[O:13])(=[O:9])[CH3:2], predict the reactants needed to synthesize it. (7) Given the product [CH3:26][C@@H:21]1[CH2:20][N:19]([C:16]2[C:15]([CH:27]=[O:28])=[CH:14][C:13]3[C:9]([N:3]4[CH:7]=[N:6][CH:5]=[N:4]4)=[N:10][O:11][C:12]=3[C:17]=2[F:18])[CH2:24][C@@H:23]([CH3:25])[O:22]1, predict the reactants needed to synthesize it. The reactants are: [H-].[Na+].[NH:3]1[CH:7]=[N:6][CH:5]=[N:4]1.Cl[C:9]1[C:13]2[CH:14]=[C:15]([CH:27]=[O:28])[C:16]([N:19]3[CH2:24][C@@H:23]([CH3:25])[O:22][C@H:21]([CH3:26])[CH2:20]3)=[C:17]([F:18])[C:12]=2[O:11][N:10]=1. (8) Given the product [CH3:2][C:3]1([OH:8])[CH2:7][CH2:6][N:5]([CH2:16][CH2:17][CH2:18][C:19]2[CH:24]=[CH:23][CH:22]=[CH:21][CH:20]=2)[CH2:4]1, predict the reactants needed to synthesize it. The reactants are: Cl.[CH3:2][C:3]1([OH:8])[CH2:7][CH2:6][NH:5][CH2:4]1.C(=O)([O-])[O-].[K+].[K+].Br[CH2:16][CH2:17][CH2:18][C:19]1[CH:24]=[CH:23][CH:22]=[CH:21][CH:20]=1. (9) Given the product [Br:19][C:15]1[CH:14]=[C:13]([NH:12][C:5]2[C:4]3[C:9](=[CH:10][CH:11]=[C:2]([NH:1][C:20]([CH:21]=[CH:22][C:23]([OH:25])=[O:24])=[O:26])[CH:3]=3)[N:8]=[CH:7][N:6]=2)[CH:18]=[CH:17][CH:16]=1, predict the reactants needed to synthesize it. The reactants are: [NH2:1][C:2]1[CH:3]=[C:4]2[C:9](=[CH:10][CH:11]=1)[N:8]=[CH:7][N:6]=[C:5]2[NH:12][C:13]1[CH:18]=[CH:17][CH:16]=[C:15]([Br:19])[CH:14]=1.[C:20]1(=[O:26])[O:25][C:23](=[O:24])[CH:22]=[CH:21]1. (10) Given the product [OH:43][C:3]1[N:39]([C:36]2[CH:37]=[CH:38][C:33]([O:26][C:27]3[CH:28]=[CH:29][CH:30]=[CH:31][CH:32]=3)=[CH:34][CH:35]=2)[N:40]=[C:7]([C:8]([O:10][CH2:11][CH3:12])=[O:9])[CH:2]=1, predict the reactants needed to synthesize it. The reactants are: Cl[C:2]1[CH:3]=C(C2CCN(C(OC(C)(C)C)=O)CC=2)C=C[C:7]=1[C:8]([O:10][CH2:11][CH3:12])=[O:9].[O:26]([C:33]1[CH:38]=[CH:37][C:36]([NH:39][NH2:40])=[CH:35][CH:34]=1)[C:27]1[CH:32]=[CH:31][CH:30]=[CH:29][CH:28]=1.CC[OH:43].